This data is from Full USPTO retrosynthesis dataset with 1.9M reactions from patents (1976-2016). The task is: Predict the reactants needed to synthesize the given product. (1) Given the product [C:11]([O:15][C:16]([N:17]1[CH2:27][CH2:28][C:29](=[O:39])[NH:30][CH2:19][C@H:18]1[C:21]1[CH:26]=[CH:25][CH:24]=[CH:23][CH:22]=1)=[O:40])([CH3:14])([CH3:13])[CH3:12], predict the reactants needed to synthesize it. The reactants are: C1C=CC([C@@H](N)CO)=CC=1.[C:11]([O:15][C:16](=[O:40])[N:17]([CH2:27][CH2:28][C:29](=[O:39])[NH:30]OCC1C=CC=CC=1)[C@H:18]([C:21]1[CH:26]=[CH:25][CH:24]=[CH:23][CH:22]=1)[CH2:19]O)([CH3:14])([CH3:13])[CH3:12].C(OC(N1CCC(=O)N(OCC2C=CC=CC=2)C[C@H]1C1C=CC=CC=1)=O)(C)(C)C. (2) Given the product [OH:12][CH2:11][CH2:10][CH2:9][CH2:8][CH2:7][CH2:6][CH2:5][CH2:4][C:3]([O:2][CH3:1])=[O:14], predict the reactants needed to synthesize it. The reactants are: [CH3:1][O:2][C:3](=[O:14])[CH2:4][CH2:5][CH2:6][CH2:7][CH2:8][CH2:9][CH2:10][C:11](O)=[O:12].